Dataset: Reaction yield outcomes from USPTO patents with 853,638 reactions. Task: Predict the reaction yield, written as a fraction of the theoretical maximum amount of product (1.0 means a 100% yield; for example, 0.34 means a 34% yield). The reactants are [NH2:1][C:2]1[CH:7]=[CH:6][C:5]([CH:8]2[C:17]([CH3:19])([CH3:18])[CH2:16][C:15]3[C:10](=[CH:11][CH:12]=[C:13]([C:20]([O:22]C)=[O:21])[CH:14]=3)[NH:9]2)=[CH:4][CH:3]=1.[OH-].[Na+]. The catalyst is CO.O. The product is [NH2:1][C:2]1[CH:3]=[CH:4][C:5]([CH:8]2[C:17]([CH3:18])([CH3:19])[CH2:16][C:15]3[C:10](=[CH:11][CH:12]=[C:13]([C:20]([OH:22])=[O:21])[CH:14]=3)[NH:9]2)=[CH:6][CH:7]=1. The yield is 0.940.